From a dataset of Catalyst prediction with 721,799 reactions and 888 catalyst types from USPTO. Predict which catalyst facilitates the given reaction. (1) Reactant: [CH3:1][NH:2][CH2:3][CH2:4][CH2:5][NH:6][CH3:7].[C:8](Cl)([C:21]1[CH:26]=[CH:25][CH:24]=[CH:23][CH:22]=1)([C:15]1[CH:20]=[CH:19][CH:18]=[CH:17][CH:16]=1)[C:9]1[CH:14]=[CH:13][CH:12]=[CH:11][CH:10]=1. Product: [C:8]([N:2]([CH3:1])[CH2:3][CH2:4][CH2:5][NH:6][CH3:7])([C:21]1[CH:26]=[CH:25][CH:24]=[CH:23][CH:22]=1)([C:15]1[CH:20]=[CH:19][CH:18]=[CH:17][CH:16]=1)[C:9]1[CH:14]=[CH:13][CH:12]=[CH:11][CH:10]=1. The catalyst class is: 4. (2) Reactant: F[P-](F)(F)(F)(F)F.N1(OC(N(C)C)=[N+](C)C)C2N=CC=CC=2N=N1.C(OC([NH:32][C:33]1([C:48]([OH:50])=O)[CH2:38][CH2:37][N:36]([C:39]2[C:40]3[CH:47]=[CH:46][NH:45][C:41]=3[N:42]=[CH:43][N:44]=2)[CH2:35][CH2:34]1)=O)(C)(C)C.[Cl:51][C:52]1[CH:57]=[CH:56][C:55]([CH:58]([NH2:61])[CH2:59][CH3:60])=[CH:54][CH:53]=1.CCN(C(C)C)C(C)C. Product: [NH2:32][C:33]1([C:48]([NH:61][CH:58]([C:55]2[CH:54]=[CH:53][C:52]([Cl:51])=[CH:57][CH:56]=2)[CH2:59][CH3:60])=[O:50])[CH2:34][CH2:35][N:36]([C:39]2[C:40]3[CH:47]=[CH:46][NH:45][C:41]=3[N:42]=[CH:43][N:44]=2)[CH2:37][CH2:38]1. The catalyst class is: 44. (3) Reactant: [CH2:1]([NH2:12])[CH2:2][CH2:3][O:4][CH2:5][CH2:6][O:7][CH2:8][CH2:9][CH2:10][NH2:11].[S:13](Cl)([C:16]1[C:28]2[CH:27]=[CH:26][CH:25]=[C:21]([N:22]([CH3:24])[CH3:23])[C:20]=2[CH:19]=[CH:18][CH:17]=1)(=[O:15])=[O:14].O. Product: [NH2:11][CH2:10][CH2:9][CH2:8][O:7][CH2:6][CH2:5][O:4][CH2:3][CH2:2][CH2:1][NH:12][S:13]([C:16]1[C:28]2[C:20](=[C:21]([N:22]([CH3:24])[CH3:23])[CH:25]=[CH:26][CH:27]=2)[CH:19]=[CH:18][CH:17]=1)(=[O:15])=[O:14]. The catalyst class is: 10.